Predict the product of the given reaction. From a dataset of Forward reaction prediction with 1.9M reactions from USPTO patents (1976-2016). (1) Given the reactants [CH2:1]([C:3]1[CH:8]=[CH:7][C:6]([F:9])=[CH:5][C:4]=1[C:10]([CH:12]1[CH2:17][CH2:16][N:15]([C:18]2[CH:22]=[C:21]([C:23]3[N:24]=[N:25][N:26]([CH2:28][C:29]([O:31]C(C)(C)C)=[O:30])[N:27]=3)[O:20][N:19]=2)[CH2:14][CH2:13]1)=[O:11])[CH3:2].C(O)=O, predict the reaction product. The product is: [CH2:1]([C:3]1[CH:8]=[CH:7][C:6]([F:9])=[CH:5][C:4]=1[C:10]([CH:12]1[CH2:13][CH2:14][N:15]([C:18]2[CH:22]=[C:21]([C:23]3[N:24]=[N:25][N:26]([CH2:28][C:29]([OH:31])=[O:30])[N:27]=3)[O:20][N:19]=2)[CH2:16][CH2:17]1)=[O:11])[CH3:2]. (2) Given the reactants [Br:1][C:2]1[CH:3]=[CH:4][C:5]([N:8]2[C:12]([C:13]3[O:14][CH:15]=CC=3)=[CH:11][C:10]([C:18]([F:21])([F:20])[F:19])=[N:9]2)=[N:6][CH:7]=1.FC(F)(F)C(=O)CC(C1OC=CC=1)=O.Cl.BrC1C=C[C:41]([NH:44][NH2:45])=NC=1.[OH-:46].[Na+], predict the reaction product. The product is: [Br:1][C:2]1[CH:3]=[CH:4][C:5]([N:8]2[C:12]([C:13]3[O:14][C:15](=[O:46])[N:44]([CH3:41])[N:45]=3)=[CH:11][C:10]([C:18]([F:19])([F:20])[F:21])=[N:9]2)=[N:6][CH:7]=1. (3) Given the reactants [NH:1]1[CH:5]=[CH:4][N:3]=[C:2]1[C:6]([OH:8])=O.Cl.[C:10]([O:14][C:15](=[O:19])[C@H:16]([CH3:18])[NH2:17])([CH3:13])([CH3:12])[CH3:11].C(N(C(C)C)CC)(C)C.C1C=CC2N(O)N=NC=2C=1.CCN=C=NCCCN(C)C.Cl, predict the reaction product. The product is: [C:10]([O:14][C:15](=[O:19])[C@@H:16]([NH:17][C:6]([C:2]1[NH:1][CH:5]=[CH:4][N:3]=1)=[O:8])[CH3:18])([CH3:13])([CH3:12])[CH3:11]. (4) The product is: [CH2:1]([C:3]1[CH:12]=[C:11]2[C:6]([C:7](=[O:19])[N:8]([N:14]([C:27](=[O:33])[CH2:28][CH2:29][CH2:30][CH2:31][CH3:32])[S:15]([CH3:18])(=[O:16])=[O:17])[C:9](=[O:13])[NH:10]2)=[CH:5][C:4]=1[C:20]1[N:21]([CH2:25][CH3:26])[N:22]=[CH:23][CH:24]=1)[CH3:2]. Given the reactants [CH2:1]([C:3]1[CH:12]=[C:11]2[C:6]([C:7](=[O:19])[N:8]([NH:14][S:15]([CH3:18])(=[O:17])=[O:16])[C:9](=[O:13])[NH:10]2)=[CH:5][C:4]=1[C:20]1[N:21]([CH2:25][CH3:26])[N:22]=[CH:23][CH:24]=1)[CH3:2].[C:27](Cl)(=[O:33])[CH2:28][CH2:29][CH2:30][CH2:31][CH3:32], predict the reaction product. (5) Given the reactants [CH3:1][C:2]1[CH:11]=[CH:10][C:9]2[C:4](=[CH:5][CH:6]=[CH:7][C:8]=2[N:12]2[CH2:17][CH2:16][N:15]([CH2:18][CH2:19][C:20]3[CH:21]=[C:22]([CH:24]=[CH:25][CH:26]=3)[NH2:23])[CH2:14][CH2:13]2)[N:3]=1.[C:27](Cl)(=[O:34])[C:28]1[CH:33]=[CH:32][CH:31]=[CH:30][CH:29]=1, predict the reaction product. The product is: [CH3:1][C:2]1[CH:11]=[CH:10][C:9]2[C:4](=[CH:5][CH:6]=[CH:7][C:8]=2[N:12]2[CH2:13][CH2:14][N:15]([CH2:18][CH2:19][C:20]3[CH:21]=[C:22]([NH:23][C:27](=[O:34])[C:28]4[CH:33]=[CH:32][CH:31]=[CH:30][CH:29]=4)[CH:24]=[CH:25][CH:26]=3)[CH2:16][CH2:17]2)[N:3]=1.